This data is from NCI-60 drug combinations with 297,098 pairs across 59 cell lines. The task is: Regression. Given two drug SMILES strings and cell line genomic features, predict the synergy score measuring deviation from expected non-interaction effect. (1) Drug 1: CS(=O)(=O)C1=CC(=C(C=C1)C(=O)NC2=CC(=C(C=C2)Cl)C3=CC=CC=N3)Cl. Drug 2: C1C(C(OC1N2C=NC3=C(N=C(N=C32)Cl)N)CO)O. Cell line: SK-OV-3. Synergy scores: CSS=-1.06, Synergy_ZIP=-0.220, Synergy_Bliss=-1.32, Synergy_Loewe=-1.84, Synergy_HSA=-2.47. (2) Drug 1: C1C(C(OC1N2C=C(C(=O)NC2=O)F)CO)O. Drug 2: COCCOC1=C(C=C2C(=C1)C(=NC=N2)NC3=CC=CC(=C3)C#C)OCCOC.Cl. Cell line: SK-MEL-28. Synergy scores: CSS=20.9, Synergy_ZIP=-5.30, Synergy_Bliss=1.83, Synergy_Loewe=-9.03, Synergy_HSA=-0.231. (3) Drug 1: COC1=CC(=CC(=C1O)OC)C2C3C(COC3=O)C(C4=CC5=C(C=C24)OCO5)OC6C(C(C7C(O6)COC(O7)C8=CC=CS8)O)O. Drug 2: C1CN(CCN1C(=O)CCBr)C(=O)CCBr. Cell line: OVCAR-8. Synergy scores: CSS=29.9, Synergy_ZIP=-2.81, Synergy_Bliss=0.0642, Synergy_Loewe=-9.58, Synergy_HSA=2.91. (4) Drug 1: C1=NC(=NC(=O)N1C2C(C(C(O2)CO)O)O)N. Drug 2: CCC1(C2=C(COC1=O)C(=O)N3CC4=CC5=C(C=CC(=C5CN(C)C)O)N=C4C3=C2)O.Cl. Cell line: HCC-2998. Synergy scores: CSS=18.2, Synergy_ZIP=-9.71, Synergy_Bliss=-10.5, Synergy_Loewe=-8.58, Synergy_HSA=-6.14.